Dataset: Forward reaction prediction with 1.9M reactions from USPTO patents (1976-2016). Task: Predict the product of the given reaction. (1) Given the reactants [O:1]=[CH:2][C@@H:3]([C@H:5]([C@H:7]([C@@H:9](CO)[OH:10])[OH:8])[OH:6])[OH:4].C(O)C(N)(CO)CO.Cl.[Mg+2].[Cl-].[Cl-].N[C@H](C(O)=O)CS.S(=O)(=O)(O)O.C1C2NC3C(=CC=CC=3)C=2C=CC=1.OCC([C@H]([C@H]([C@@H](CO)O)O)O)=O, predict the reaction product. The product is: [O:1]=[CH:2][C@H:3]([C@@H:5]([C@@H:7]([CH2:9][OH:10])[OH:8])[OH:6])[OH:4]. (2) Given the reactants [CH2:1]([N:8]1[CH2:13][C@@H:12]([O:14]C(OCC)C)[CH2:11][C@H:10]([C:20]([O:22][CH3:23])=[O:21])[C@H:9]1[C:24]([O:26][CH2:27][C:28]1[CH:33]=[CH:32][CH:31]=[CH:30][CH:29]=1)=[O:25])[C:2]1[CH:7]=[CH:6][CH:5]=[CH:4][CH:3]=1.O.Cl.[OH-].[Na+], predict the reaction product. The product is: [CH2:1]([N:8]1[CH2:13][C@@H:12]([OH:14])[CH2:11][C@H:10]([C:20]([O:22][CH3:23])=[O:21])[C@H:9]1[C:24]([O:26][CH2:27][C:28]1[CH:29]=[CH:30][CH:31]=[CH:32][CH:33]=1)=[O:25])[C:2]1[CH:7]=[CH:6][CH:5]=[CH:4][CH:3]=1. (3) Given the reactants [CH2:1]([N:8]1[C:12](=[O:13])[CH2:11][CH2:10][C@H:9]1[C:14]([OH:16])=O)[C:2]1[CH:7]=[CH:6][CH:5]=[CH:4][CH:3]=1.[C:17]([O:21][C:22](=[O:33])[C@H:23]([CH2:25][C:26]1[CH:31]=[CH:30][C:29]([OH:32])=[CH:28][CH:27]=1)[NH2:24])([CH3:20])([CH3:19])[CH3:18].F[P-](F)(F)(F)(F)F.N1(O[P+](N(C)C)(N(C)C)N(C)C)C2C=CC=CC=2N=N1.C(N(CC)CC)C, predict the reaction product. The product is: [C:17]([O:21][C:22](=[O:33])[C@H:23]([CH2:25][C:26]1[CH:31]=[CH:30][C:29]([OH:32])=[CH:28][CH:27]=1)[NH:24][C:14](=[O:16])[C@@H:9]1[CH2:10][CH2:11][C:12](=[O:13])[N:8]1[CH2:1][C:2]1[CH:3]=[CH:4][CH:5]=[CH:6][CH:7]=1)([CH3:20])([CH3:18])[CH3:19].